From a dataset of Peptide-MHC class I binding affinity with 185,985 pairs from IEDB/IMGT. Regression. Given a peptide amino acid sequence and an MHC pseudo amino acid sequence, predict their binding affinity value. This is MHC class I binding data. (1) The peptide sequence is TKDTNDNNL. The MHC is HLA-A02:11 with pseudo-sequence HLA-A02:11. The binding affinity (normalized) is 0.0847. (2) The peptide sequence is YMLMGFQLK. The MHC is HLA-B15:01 with pseudo-sequence HLA-B15:01. The binding affinity (normalized) is 0.0847. (3) The peptide sequence is ILWENNIKL. The MHC is HLA-A02:17 with pseudo-sequence HLA-A02:17. The binding affinity (normalized) is 0.583. (4) The peptide sequence is KIEELFYSY. The MHC is HLA-A23:01 with pseudo-sequence HLA-A23:01. The binding affinity (normalized) is 0.0682. (5) The peptide sequence is KYCWNLLQY. The MHC is HLA-A02:02 with pseudo-sequence HLA-A02:02. The binding affinity (normalized) is 0. (6) The peptide sequence is KHNSAESAK. The MHC is HLA-B07:02 with pseudo-sequence HLA-B07:02. The binding affinity (normalized) is 0.0847. (7) The peptide sequence is FTNKLINGY. The MHC is HLA-B15:09 with pseudo-sequence HLA-B15:09. The binding affinity (normalized) is 0.0847.